Regression. Given two drug SMILES strings and cell line genomic features, predict the synergy score measuring deviation from expected non-interaction effect. From a dataset of NCI-60 drug combinations with 297,098 pairs across 59 cell lines. (1) Drug 1: C1=CN(C(=O)N=C1N)C2C(C(C(O2)CO)O)O.Cl. Drug 2: C(CN)CNCCSP(=O)(O)O. Cell line: MDA-MB-435. Synergy scores: CSS=6.14, Synergy_ZIP=1.99, Synergy_Bliss=1.28, Synergy_Loewe=-11.1, Synergy_HSA=0.812. (2) Drug 1: C1=CC(=CC=C1CCCC(=O)O)N(CCCl)CCCl. Drug 2: CC1C(C(=O)NC(C(=O)N2CCCC2C(=O)N(CC(=O)N(C(C(=O)O1)C(C)C)C)C)C(C)C)NC(=O)C3=C4C(=C(C=C3)C)OC5=C(C(=O)C(=C(C5=N4)C(=O)NC6C(OC(=O)C(N(C(=O)CN(C(=O)C7CCCN7C(=O)C(NC6=O)C(C)C)C)C)C(C)C)C)N)C. Cell line: IGROV1. Synergy scores: CSS=45.1, Synergy_ZIP=12.4, Synergy_Bliss=13.4, Synergy_Loewe=12.9, Synergy_HSA=12.9.